From a dataset of Forward reaction prediction with 1.9M reactions from USPTO patents (1976-2016). Predict the product of the given reaction. (1) Given the reactants C(OC([N:11]1[CH2:16][CH2:15][CH:14]([N:17]([C:27]2[CH:31]=[C:30]([C:32]3[CH:37]=[CH:36][CH:35]=[CH:34][CH:33]=3)[S:29][C:28]=2[C:38]([O:40][CH3:41])=[O:39])[C:18]([CH:20]2[CH2:25][CH2:24][CH:23]([CH3:26])[CH2:22][CH2:21]2)=[O:19])[CH2:13][CH2:12]1)=O)C1C=CC=CC=1.C(OCC)(=O)C, predict the reaction product. The product is: [CH3:41][O:40][C:38]([C:28]1[S:29][C:30]([C:32]2[CH:33]=[CH:34][CH:35]=[CH:36][CH:37]=2)=[CH:31][C:27]=1[N:17]([C:18]([CH:20]1[CH2:21][CH2:22][CH:23]([CH3:26])[CH2:24][CH2:25]1)=[O:19])[CH:14]1[CH2:15][CH2:16][NH:11][CH2:12][CH2:13]1)=[O:39]. (2) Given the reactants [NH:1]1[C:5]2[CH:6]=[CH:7][CH:8]=[CH:9][C:4]=2[N:3]=[N:2]1.[CH3:10][O:11][C:12]1[CH:13]=[C:14]([CH:20]=[CH:21][C:22]=1[O:23][CH3:24])[O:15][CH2:16][C:17](O)=[O:18], predict the reaction product. The product is: [N:1]1([C:17](=[O:18])[CH2:16][O:15][C:14]2[CH:20]=[CH:21][C:22]([O:23][CH3:24])=[C:12]([O:11][CH3:10])[CH:13]=2)[C:5]2[CH:6]=[CH:7][CH:8]=[CH:9][C:4]=2[N:3]=[N:2]1. (3) Given the reactants [Br:1][C:2]1[CH:3]=[C:4]([CH2:8][OH:9])[CH:5]=[N:6][CH:7]=1.C[Si]([N-][Si](C)(C)C)(C)C.[Na+].CN(C=O)C.[CH2:25]1[CH2:29][O:28][CH2:27][CH2:26]1, predict the reaction product. The product is: [Br:1][C:2]1[CH:3]=[C:4]([CH2:8][OH:9])[CH:5]=[N:6][CH:7]=1.[Br:1][C:2]1[CH:7]=[N:6][CH:5]=[C:26]([CH2:27][O:28][CH2:29][CH3:25])[CH:3]=1. (4) Given the reactants [OH:1][CH2:2][CH2:3][CH2:4][CH2:5][NH:6][S:7]([C:10]1[CH:15]=[CH:14][C:13]([C:16]2[CH:21]=[CH:20][CH:19]=[CH:18][CH:17]=2)=[CH:12][CH:11]=1)(=[O:9])=[O:8].Br[CH2:23][CH2:24][CH2:25][CH:26]=[CH2:27], predict the reaction product. The product is: [OH:1][CH2:2][CH2:3][CH2:4][CH2:5][N:6]([CH:23]=[CH:24][CH2:25][CH2:26][CH3:27])[S:7]([C:10]1[CH:15]=[CH:14][C:13]([C:16]2[CH:21]=[CH:20][CH:19]=[CH:18][CH:17]=2)=[CH:12][CH:11]=1)(=[O:9])=[O:8]. (5) Given the reactants Cl[C:2]1[CH:11]=[C:10]([C:12]2[CH:13]=[N:14][C:15]([CH3:18])=[N:16][CH:17]=2)[C:9]2[CH2:8][CH2:7][CH2:6][CH2:5][C:4]=2[N:3]=1.[OH:19][CH2:20][C:21]1[CH:22]=[C:23]([CH:26]=[CH:27][CH:28]=1)[C:24]#[N:25].O(C(C)(C)C)[Na], predict the reaction product. The product is: [CH3:18][C:15]1[N:14]=[CH:13][C:12]([C:10]2[C:9]3[CH2:8][CH2:7][CH2:6][CH2:5][C:4]=3[N:3]=[C:2]([O:19][CH2:20][C:21]3[CH:22]=[C:23]([CH:26]=[CH:27][CH:28]=3)[C:24]#[N:25])[CH:11]=2)=[CH:17][N:16]=1.